Predict the product of the given reaction. From a dataset of Forward reaction prediction with 1.9M reactions from USPTO patents (1976-2016). (1) Given the reactants C([Li])CCC.Br[C:7]1[CH:20]=[CH:19][C:10]([O:11][Si:12]([C:15]([CH3:18])([CH3:17])[CH3:16])([CH3:14])[CH3:13])=[CH:9][C:8]=1[O:21][CH3:22].[B:23](OC(C)C)([O:28]C(C)C)[O:24]C(C)C.Cl, predict the reaction product. The product is: [Si:12]([O:11][C:10]1[CH:19]=[CH:20][C:7]([B:23]([OH:28])[OH:24])=[C:8]([O:21][CH3:22])[CH:9]=1)([C:15]([CH3:18])([CH3:17])[CH3:16])([CH3:14])[CH3:13]. (2) Given the reactants [F:1][C:2]1[C:3]([N:9]2[CH2:14][CH2:13][CH:12]([CH:15]3[CH2:20][CH2:19][NH:18][CH2:17][CH2:16]3)[CH2:11][CH2:10]2)=[N:4][C:5]([CH3:8])=[N:6][CH:7]=1.C(=O)([O-])[O-].[Cs+].[Cs+].Cl[C:28]1[N:33]=[CH:32][C:31](F)=[CH:30][N:29]=1, predict the reaction product. The product is: [F:1][C:2]1[C:3]([N:9]2[CH2:14][CH2:13][CH:12]([CH:15]3[CH2:20][CH2:19][N:18]([C:28]4[N:33]=[CH:32][CH:31]=[CH:30][N:29]=4)[CH2:17][CH2:16]3)[CH2:11][CH2:10]2)=[N:4][C:5]([CH3:8])=[N:6][CH:7]=1. (3) Given the reactants [F:1][C:2]1[CH:3]=[C:4]([S:8]([C:11]2[CH:20]=[C:19]3[C:14]([CH2:15][CH2:16][C@H:17]([CH2:21][NH2:22])[O:18]3)=[CH:13][CH:12]=2)(=[O:10])=[O:9])[CH:5]=[CH:6][CH:7]=1.Cl[CH2:24][C:25]([NH:27][CH3:28])=[O:26].C(N(CC)CC)C.[Na+].[I-], predict the reaction product. The product is: [F:1][C:2]1[CH:3]=[C:4]([S:8]([C:11]2[CH:20]=[C:19]3[C:14]([CH2:15][CH2:16][C@H:17]([CH2:21][NH:22][CH2:24][C:25]([NH:27][CH3:28])=[O:26])[O:18]3)=[CH:13][CH:12]=2)(=[O:10])=[O:9])[CH:5]=[CH:6][CH:7]=1. (4) Given the reactants [F:1][C:2]1[CH:7]=[CH:6][C:5]([N:8]2[C:11](=[O:12])[C@H:10]([S:13][CH2:14][C:15]([C:17]3[CH:22]=[CH:21][C:20]([F:23])=[CH:19][CH:18]=3)=[O:16])[C@H:9]2[C:24]2[CH:44]=[CH:43][C:27]([O:28][CH2:29][C:30]([NH:32][C@H:33]([C:37]3[CH:42]=[CH:41][CH:40]=[CH:39][CH:38]=3)[C:34](O)=[O:35])=[O:31])=[CH:26][CH:25]=2)=[CH:4][CH:3]=1.[NH2:45][C@H:46]([C:54]1[CH:59]=[CH:58][CH:57]=[CH:56][CH:55]=1)[C:47]([O:49]C(C)(C)C)=[O:48].CN(C(ON1N=NC2C=CC=CC1=2)=[N+](C)C)C.[B-](F)(F)(F)F, predict the reaction product. The product is: [F:1][C:2]1[CH:3]=[CH:4][C:5]([N:8]2[C:11](=[O:12])[C@H:10]([S:13][CH2:14][CH:15]([C:17]3[CH:18]=[CH:19][C:20]([F:23])=[CH:21][CH:22]=3)[OH:16])[C@H:9]2[C:24]2[CH:44]=[CH:43][C:27]([O:28][CH2:29][C:30]([NH:32][C@H:33]([C:37]3[CH:42]=[CH:41][CH:40]=[CH:39][CH:38]=3)[C:34]([NH:45][C@H:46]([C:54]3[CH:55]=[CH:56][CH:57]=[CH:58][CH:59]=3)[C:47]([OH:49])=[O:48])=[O:35])=[O:31])=[CH:26][CH:25]=2)=[CH:6][CH:7]=1.